This data is from NCI-60 drug combinations with 297,098 pairs across 59 cell lines. The task is: Regression. Given two drug SMILES strings and cell line genomic features, predict the synergy score measuring deviation from expected non-interaction effect. (1) Cell line: CAKI-1. Drug 1: CC1=C(C=C(C=C1)NC2=NC=CC(=N2)N(C)C3=CC4=NN(C(=C4C=C3)C)C)S(=O)(=O)N.Cl. Drug 2: CC1=C2C(C(=O)C3(C(CC4C(C3C(C(C2(C)C)(CC1OC(=O)C(C(C5=CC=CC=C5)NC(=O)OC(C)(C)C)O)O)OC(=O)C6=CC=CC=C6)(CO4)OC(=O)C)O)C)O. Synergy scores: CSS=39.5, Synergy_ZIP=-3.93, Synergy_Bliss=-3.02, Synergy_Loewe=-0.555, Synergy_HSA=0.509. (2) Drug 1: C1CCN(CC1)CCOC2=CC=C(C=C2)C(=O)C3=C(SC4=C3C=CC(=C4)O)C5=CC=C(C=C5)O. Drug 2: C1=NC(=NC(=O)N1C2C(C(C(O2)CO)O)O)N. Cell line: OVCAR-5. Synergy scores: CSS=1.44, Synergy_ZIP=0.811, Synergy_Bliss=3.93, Synergy_Loewe=-0.136, Synergy_HSA=1.43. (3) Drug 1: C1CCN(CC1)CCOC2=CC=C(C=C2)C(=O)C3=C(SC4=C3C=CC(=C4)O)C5=CC=C(C=C5)O. Drug 2: CC12CCC3C(C1CCC2OP(=O)(O)O)CCC4=C3C=CC(=C4)OC(=O)N(CCCl)CCCl.[Na+]. Cell line: NCI-H522. Synergy scores: CSS=-4.79, Synergy_ZIP=0.156, Synergy_Bliss=-5.75, Synergy_Loewe=-7.63, Synergy_HSA=-7.91. (4) Drug 1: C1=C(C(=O)NC(=O)N1)N(CCCl)CCCl. Drug 2: CNC(=O)C1=NC=CC(=C1)OC2=CC=C(C=C2)NC(=O)NC3=CC(=C(C=C3)Cl)C(F)(F)F. Cell line: K-562. Synergy scores: CSS=68.5, Synergy_ZIP=-2.95, Synergy_Bliss=-2.01, Synergy_Loewe=-0.925, Synergy_HSA=-0.0970. (5) Synergy scores: CSS=12.3, Synergy_ZIP=13.5, Synergy_Bliss=18.9, Synergy_Loewe=14.8, Synergy_HSA=15.4. Drug 1: CS(=O)(=O)C1=CC(=C(C=C1)C(=O)NC2=CC(=C(C=C2)Cl)C3=CC=CC=N3)Cl. Drug 2: CC1C(C(=O)NC(C(=O)N2CCCC2C(=O)N(CC(=O)N(C(C(=O)O1)C(C)C)C)C)C(C)C)NC(=O)C3=C4C(=C(C=C3)C)OC5=C(C(=O)C(=C(C5=N4)C(=O)NC6C(OC(=O)C(N(C(=O)CN(C(=O)C7CCCN7C(=O)C(NC6=O)C(C)C)C)C)C(C)C)C)N)C. Cell line: SK-MEL-5. (6) Drug 1: C1=CC(=CC=C1CCCC(=O)O)N(CCCl)CCCl. Drug 2: C1CC(C1)(C(=O)O)C(=O)O.[NH2-].[NH2-].[Pt+2]. Cell line: NCI/ADR-RES. Synergy scores: CSS=8.30, Synergy_ZIP=-10.8, Synergy_Bliss=-11.7, Synergy_Loewe=-14.7, Synergy_HSA=-9.71.